This data is from Full USPTO retrosynthesis dataset with 1.9M reactions from patents (1976-2016). The task is: Predict the reactants needed to synthesize the given product. (1) The reactants are: [NH:1]1[CH2:6][CH2:5][CH2:4][CH2:3][CH2:2]1.C(=O)([O-])[O-].[Cs+].[Cs+].C1(C)C=CC=CC=1.[CH2:20]([O:27][C:28]1[CH:43]=[CH:42][C:41](Br)=[CH:40][C:29]=1[C:30]([O:32][CH2:33][C:34]1[CH:39]=[CH:38][CH:37]=[CH:36][CH:35]=1)=[O:31])[C:21]1[CH:26]=[CH:25][CH:24]=[CH:23][CH:22]=1. Given the product [CH2:20]([O:27][C:28]1[CH:43]=[CH:42][C:41]([N:1]2[CH2:6][CH2:5][CH2:4][CH2:3][CH2:2]2)=[CH:40][C:29]=1[C:30]([O:32][CH2:33][C:34]1[CH:35]=[CH:36][CH:37]=[CH:38][CH:39]=1)=[O:31])[C:21]1[CH:22]=[CH:23][CH:24]=[CH:25][CH:26]=1, predict the reactants needed to synthesize it. (2) Given the product [C:1]([O:5][C:6]([N:8]1[C@H:13]([C:14]([O:16][CH2:25][CH:24]=[CH2:23])=[O:15])[CH2:12][C@@H:11]2[C@H:9]1[CH2:10]2)=[O:7])([CH3:4])([CH3:2])[CH3:3], predict the reactants needed to synthesize it. The reactants are: [C:1]([O:5][C:6]([N:8]1[C@H:13]([C:14]([OH:16])=[O:15])[CH2:12][C@@H:11]2[C@H:9]1[CH2:10]2)=[O:7])([CH3:4])([CH3:3])[CH3:2].C([O-])([O-])=O.[Cs+].[Cs+].[CH2:23](Br)[CH:24]=[CH2:25]. (3) Given the product [CH3:46][O:45][C:41]1[CH:40]=[C:39]([C:33]2[C:34]([O:37][CH3:38])=[CH:35][CH:36]=[C:31]([C:29]([NH:28][C:25]3[CH:26]=[N:27][C:22]([C:19]4[CH:20]=[CH:21][C:16]([O:15][CH:51]5[CH2:52][CH2:53][N:48]([CH3:47])[CH2:49][CH2:50]5)=[CH:17][CH:18]=4)=[CH:23][CH:24]=3)=[O:30])[CH:32]=2)[CH:44]=[CH:43][CH:42]=1, predict the reactants needed to synthesize it. The reactants are: CC(OC(/N=N/C(OC(C)C)=O)=O)C.[OH:15][C:16]1[CH:21]=[CH:20][C:19]([C:22]2[N:27]=[CH:26][C:25]([NH:28][C:29]([C:31]3[CH:32]=[C:33]([C:39]4[CH:44]=[CH:43][CH:42]=[C:41]([O:45][CH3:46])[CH:40]=4)[C:34]([O:37][CH3:38])=[CH:35][CH:36]=3)=[O:30])=[CH:24][CH:23]=2)=[CH:18][CH:17]=1.[CH3:47][N:48]1[CH2:53][CH2:52][CH:51](O)[CH2:50][CH2:49]1.C1(P(C2C=CC=CC=2)C2C=CC=CC=2)C=CC=CC=1. (4) Given the product [Cl:11][C:12]([Cl:22])=[C:13]([Cl:20])[C:14]([Cl:18])=[C:15]([Cl:17])[Cl:16], predict the reactants needed to synthesize it. The reactants are: ClCl.ClC=C(Cl)C(Cl)=CCl.[Cl:11][CH:12]([Cl:22])[C:13](Cl)([Cl:20])[C:14](Cl)([Cl:18])[CH:15]([Cl:17])[Cl:16]. (5) Given the product [CH2:46]([O:19][C:15]1[CH:14]=[C:13]([C@@:12]2([O:20][CH3:50])[CH2:11][CH2:10][N:9]([C:21]([O:23][C:24]([CH3:26])([CH3:27])[CH3:25])=[O:22])[CH2:8][C@@H:7]2[C:5]([N:4]([CH:1]2[CH2:3][CH2:2]2)[CH2:28][C:29]2[CH:34]=[C:33]([CH2:35][CH2:36][CH2:37][O:38][CH3:39])[CH:32]=[C:31]([O:40][CH2:41][CH2:42][O:43][CH3:44])[CH:30]=2)=[O:6])[CH:18]=[CH:17][N:16]=1)[CH2:47][CH2:48][CH3:49], predict the reactants needed to synthesize it. The reactants are: [CH:1]1([N:4]([CH2:28][C:29]2[CH:34]=[C:33]([CH2:35][CH2:36][CH2:37][O:38][CH3:39])[CH:32]=[C:31]([O:40][CH2:41][CH2:42][O:43][CH3:44])[CH:30]=2)[C:5]([C@@H:7]2[C@@:12]([OH:20])([C:13]3[CH:18]=[CH:17][NH:16][C:15](=[O:19])[CH:14]=3)[CH2:11][CH2:10][N:9]([C:21]([O:23][C:24]([CH3:27])([CH3:26])[CH3:25])=[O:22])[CH2:8]2)=[O:6])[CH2:3][CH2:2]1.I[CH2:46][CH2:47][CH2:48][CH3:49].[CH:50]1C=CC=CC=1.